Dataset: Forward reaction prediction with 1.9M reactions from USPTO patents (1976-2016). Task: Predict the product of the given reaction. (1) Given the reactants [F:1][C:2]1[CH:7]=[CH:6][C:5]([N:8]2[CH:13]=[CH:12][C:11]([I:14])=[C:10]([C:15]([OH:17])=O)[C:9]2=[O:18])=[CH:4][CH:3]=1.S(Cl)(Cl)=O.[NH2:23][C:24]1[CH:40]=[CH:39][C:27]([O:28][C:29]2[CH:34]=[CH:33][N:32]=[C:31]([C:35]([NH2:37])=[O:36])[C:30]=2[Cl:38])=[C:26]([F:41])[CH:25]=1.C(N(CC)C(C)C)(C)C, predict the reaction product. The product is: [Cl:38][C:30]1[C:31]([C:35]([NH2:37])=[O:36])=[N:32][CH:33]=[CH:34][C:29]=1[O:28][C:27]1[CH:39]=[CH:40][C:24]([NH:23][C:15]([C:10]2[C:9](=[O:18])[N:8]([C:5]3[CH:4]=[CH:3][C:2]([F:1])=[CH:7][CH:6]=3)[CH:13]=[CH:12][C:11]=2[I:14])=[O:17])=[CH:25][C:26]=1[F:41]. (2) The product is: [NH2:11][CH2:10][C:9]([NH:8][C:6]1[CH:5]=[C:4]([C:20]2[S:42][C:23]3=[N:24][C:25]([N:29]4[CH2:34][CH2:33][NH:32][CH2:31][CH2:30]4)=[CH:26][C:27](=[O:28])[N:22]3[N:21]=2)[CH:3]=[C:2]([Br:1])[CH:7]=1)=[O:19]. Given the reactants [Br:1][C:2]1[CH:3]=[C:4]([C:20]2[S:42][C:23]3=[N:24][C:25]([N:29]4[CH2:34][CH2:33][N:32](C(OC(C)(C)C)=O)[CH2:31][CH2:30]4)=[CH:26][C:27](=[O:28])[N:22]3[N:21]=2)[CH:5]=[C:6]([NH:8][C:9](=[O:19])[CH2:10][NH:11]C(OC(C)(C)C)=O)[CH:7]=1.C(O)(C(F)(F)F)=O, predict the reaction product.